Dataset: Forward reaction prediction with 1.9M reactions from USPTO patents (1976-2016). Task: Predict the product of the given reaction. (1) Given the reactants [F:1][C:2]1[CH:27]=[CH:26][C:5]([O:6][C:7]2[CH:12]=[CH:11][CH:10]=[CH:9][C:8]=2[NH:13][C:14]([C:16]2[CH:25]=[CH:24][C:19]([C:20]([O:22][CH3:23])=[O:21])=[CH:18][CH:17]=2)=O)=[C:4]([O:28][CH3:29])[CH:3]=1, predict the reaction product. The product is: [F:1][C:2]1[CH:3]=[C:4]([O:28][CH3:29])[C:5]2[O:6][C:7]3[CH:12]=[CH:11][CH:10]=[CH:9][C:8]=3[N:13]=[C:14]([C:16]3[CH:25]=[CH:24][C:19]([C:20]([O:22][CH3:23])=[O:21])=[CH:18][CH:17]=3)[C:26]=2[CH:27]=1. (2) Given the reactants [C:1]([O:5][C:6](=[O:11])[CH2:7][C:8]([CH3:10])=[O:9])([CH3:4])([CH3:3])[CH3:2].C[Mg]Cl.[CH2:15]([O:22][C:23]([N:25]1[CH2:29][CH2:28][CH2:27][CH:26]1[C:30](Cl)=[O:31])=[O:24])[C:16]1[CH:21]=[CH:20][CH:19]=[CH:18][CH:17]=1, predict the reaction product. The product is: [CH2:15]([O:22][C:23]([N:25]1[CH2:29][CH2:28][CH2:27][CH:26]1[C:30](=[O:31])[CH:7]([C:6]([O:5][C:1]([CH3:4])([CH3:3])[CH3:2])=[O:11])[C:8](=[O:9])[CH3:10])=[O:24])[C:16]1[CH:21]=[CH:20][CH:19]=[CH:18][CH:17]=1. (3) Given the reactants [Cl:1][C:2]1[NH:3][C:4]2[CH:10]=[C:9]([OH:11])[CH:8]=[CH:7][C:5]=2[N:6]=1.[H-].[Na+].Cl[C:15]1[C:24]2[C:19](=[CH:20][C:21]([O:27][CH2:28][CH:29]3[CH2:34][CH2:33][N:32]([CH3:35])[CH2:31][CH2:30]3)=[C:22]([O:25][CH3:26])[CH:23]=2)[N:18]=[CH:17][N:16]=1.[Cl-].[NH4+], predict the reaction product. The product is: [Cl:1][C:2]1[NH:3][C:4]2[CH:10]=[C:9]([O:11][C:15]3[C:24]4[C:19](=[CH:20][C:21]([O:27][CH2:28][CH:29]5[CH2:34][CH2:33][N:32]([CH3:35])[CH2:31][CH2:30]5)=[C:22]([O:25][CH3:26])[CH:23]=4)[N:18]=[CH:17][N:16]=3)[CH:8]=[CH:7][C:5]=2[N:6]=1. (4) Given the reactants [CH3:1][O:2][C:3]1[CH:4]=[C:5]([CH2:11][CH2:12][NH:13][C:14](=[O:28])[C:15]([C:18]2[CH:27]=[CH:26][C:25]3[CH2:24][CH2:23][CH2:22][CH2:21][C:20]=3[CH:19]=2)=[CH:16][OH:17])[CH:6]=[CH:7][C:8]=1[O:9][CH3:10].Cl[CH2:30][C:31]#[CH:32].C(=O)([O-])[O-].[K+].[K+].CN(C)C=O, predict the reaction product. The product is: [CH3:1][O:2][C:3]1[CH:4]=[C:5]([CH2:11][CH2:12][NH:13][C:14](=[O:28])[C:15]([C:18]2[CH:27]=[CH:26][C:25]3[CH2:24][CH2:23][CH2:22][CH2:21][C:20]=3[CH:19]=2)=[CH:16][O:17][CH2:32][C:31]#[CH:30])[CH:6]=[CH:7][C:8]=1[O:9][CH3:10]. (5) Given the reactants C[Si](C)(C)[C:3]#[C:4][CH2:5][CH2:6][CH2:7][O:8][C:9]1[CH:10]=[CH:11][C:12]([O:15][C:16]2[CH:17]=[C:18]([CH:33]=[CH:34][CH:35]=2)[CH:19]=[C:20]2[CH2:25][CH2:24][N:23]([C:26]([O:28][C:29]([CH3:32])([CH3:31])[CH3:30])=[O:27])[CH2:22][CH2:21]2)=[N:13][CH:14]=1.CCCC[N+](CCCC)(CCCC)CCCC.[F-], predict the reaction product. The product is: [CH2:7]([O:8][C:9]1[CH:10]=[CH:11][C:12]([O:15][C:16]2[CH:17]=[C:18]([CH:33]=[CH:34][CH:35]=2)[CH:19]=[C:20]2[CH2:25][CH2:24][N:23]([C:26]([O:28][C:29]([CH3:31])([CH3:32])[CH3:30])=[O:27])[CH2:22][CH2:21]2)=[N:13][CH:14]=1)[CH2:6][CH2:5][C:4]#[CH:3]. (6) Given the reactants [NH2:1][C:2]1[CH:10]=[CH:9][C:5]2[N:6]=[CH:7][NH:8][C:4]=2[CH:3]=1.[F:11][C:12]1[CH:19]=[CH:18][CH:17]=[C:16]([F:20])[C:13]=1[CH:14]=O.[SH:21][CH2:22][C:23](O)=[O:24].N1CCCCC1, predict the reaction product. The product is: [NH:8]1[C:4]2[CH:3]=[C:2]([N:1]3[C:23](=[O:24])[CH2:22][S:21][CH:14]3[C:13]3[C:12]([F:11])=[CH:19][CH:18]=[CH:17][C:16]=3[F:20])[CH:10]=[CH:9][C:5]=2[N:6]=[CH:7]1. (7) Given the reactants [Br:1][C:2]1[CH:7]=[CH:6][CH:5]=[CH:4][C:3]=1[NH:8][C:9]([NH:11][C:12]1[CH:17]=[CH:16][C:15]([Cl:18])=[C:14]([S:19]([NH:22][CH2:23][CH2:24][CH2:25][NH:26]C(OC(C)(C)C)=O)(=[O:21])=[O:20])[C:13]=1[OH:34])=[O:10], predict the reaction product. The product is: [ClH:18].[NH2:26][CH2:25][CH2:24][CH2:23][NH:22][S:19]([C:14]1[C:13]([OH:34])=[C:12]([NH:11][C:9]([NH:8][C:3]2[CH:4]=[CH:5][CH:6]=[CH:7][C:2]=2[Br:1])=[O:10])[CH:17]=[CH:16][C:15]=1[Cl:18])(=[O:21])=[O:20]. (8) Given the reactants [Br:1][C:2]1[CH:3]=[N:4][N:5]([C:17]2[CH:22]=[CH:21][N:20]=[C:19](S(C)(=O)=O)[N:18]=2)[C:6]=1[C:7]1[CH:12]=[CH:11][CH:10]=[C:9]([C:13]([F:16])([F:15])[F:14])[CH:8]=1.[NH2:27][C:28]1[CH:33]=[CH:32][CH:31]=[CH:30][CH:29]=1, predict the reaction product. The product is: [Br:1][C:2]1[CH:3]=[N:4][N:5]([C:17]2[CH:22]=[CH:21][N:20]=[C:19]([NH:27][C:28]3[CH:33]=[CH:32][CH:31]=[CH:30][CH:29]=3)[N:18]=2)[C:6]=1[C:7]1[CH:12]=[CH:11][CH:10]=[C:9]([C:13]([F:16])([F:15])[F:14])[CH:8]=1. (9) Given the reactants Br[CH2:2][C:3]1[CH:12]=[CH:11][CH:10]=[C:9]2[C:4]=1[CH2:5][CH2:6][N:7]([C:13]1[NH:22][C:21](=[O:23])[C:20]3[C:15](=[CH:16][C:17]([O:26][CH3:27])=[C:18]([O:24][CH3:25])[CH:19]=3)[N:14]=1)[CH2:8]2.[NH:28]1[CH2:33][CH2:32][O:31][CH2:30][CH2:29]1.C(=O)(O)[O-].[Na+].O, predict the reaction product. The product is: [CH3:25][O:24][C:18]1[CH:19]=[C:20]2[C:15](=[CH:16][C:17]=1[O:26][CH3:27])[N:14]=[C:13]([N:7]1[CH2:6][CH2:5][C:4]3[C:9](=[CH:10][CH:11]=[CH:12][C:3]=3[CH2:2][N:28]3[CH2:33][CH2:32][O:31][CH2:30][CH2:29]3)[CH2:8]1)[NH:22][C:21]2=[O:23].